Dataset: Reaction yield outcomes from USPTO patents with 853,638 reactions. Task: Predict the reaction yield, written as a fraction of the theoretical maximum amount of product (1.0 means a 100% yield; for example, 0.34 means a 34% yield). (1) The reactants are [N+:1]([C:4]1[CH:5]=[C:6]2[C:10](=[CH:11][CH:12]=1)[NH:9][C:8]([C:13]([O:15][CH2:16][CH3:17])=[O:14])=[CH:7]2)([O-:3])=[O:2].C(=O)([O-])[O-].[K+].[K+].[F:24][CH2:25][CH2:26]I.[Cl-].[NH4+]. The catalyst is CN(C=O)C. The product is [F:24][CH2:25][CH2:26][N:9]1[C:10]2[C:6](=[CH:5][C:4]([N+:1]([O-:3])=[O:2])=[CH:12][CH:11]=2)[CH:7]=[C:8]1[C:13]([O:15][CH2:16][CH3:17])=[O:14]. The yield is 0.900. (2) The reactants are [Cl:1][CH2:2][CH2:3][CH2:4][O:5][C:6]1[C:11]([F:12])=[CH:10][C:9]([C:13](=O)[CH3:14])=[CH:8][C:7]=1[F:16].O.[C:18]([OH:22])(=O)[CH:19]=O.O.[NH2:24][NH2:25]. The catalyst is C(O)(=O)C. The product is [Cl:1][CH2:2][CH2:3][CH2:4][O:5][C:6]1[C:11]([F:12])=[CH:10][C:9]([C:13]2[CH:14]=[CH:19][C:18](=[O:22])[NH:24][N:25]=2)=[CH:8][C:7]=1[F:16]. The yield is 0.590. (3) The reactants are [OH:1][CH:2]1[CH2:7][CH2:6][CH:5]([N:8]2[C:16](=[O:17])[C:15]3[C:10](=[CH:11][CH:12]=[CH:13][CH:14]=3)[C:9]2=[O:18])[CH2:4][CH2:3]1.C1(P(C2C=CC=CC=2)C2C=CC=CC=2)C=CC=CC=1.[CH2:38]([O:40][C:41](=[O:49])[C:42]1[CH:47]=[CH:46][C:45](O)=[CH:44][CH:43]=1)[CH3:39].CC(OC(/N=N/C(OC(C)C)=O)=O)C. The catalyst is C1COCC1. The product is [CH2:38]([O:40][C:41](=[O:49])[C:42]1[CH:47]=[CH:46][C:45]([O:1][CH:2]2[CH2:3][CH2:4][CH:5]([N:8]3[C:9](=[O:18])[C:10]4[C:15](=[CH:14][CH:13]=[CH:12][CH:11]=4)[C:16]3=[O:17])[CH2:6][CH2:7]2)=[CH:44][CH:43]=1)[CH3:39]. The yield is 0.420. (4) The reactants are C(OC(=O)[CH2:5][N:6]([CH2:23][C:24]1[CH:29]=[CH:28][CH:27]=[CH:26][CH:25]=1)[C:7]([C:9]1([NH:12][C:13](OCC2C=CC=CC=2)=[O:14])[CH2:11][CH2:10]1)=[O:8])C.[H][H]. The catalyst is [C].[Pd].C(O)C. The product is [CH2:23]([N:6]1[C:7](=[O:8])[C:9]2([CH2:11][CH2:10]2)[NH:12][C:13](=[O:14])[CH2:5]1)[C:24]1[CH:29]=[CH:28][CH:27]=[CH:26][CH:25]=1. The yield is 1.00. (5) The reactants are C(=O)([O-])[O-].[Cs+].[Cs+].[CH2:7]([O:9][CH2:10]Cl)[CH3:8].[CH2:12]([N:16]1[C:20]2[CH:21]=[C:22]([C:25]3[C:26]([C:30]4[CH:35]=[CH:34][CH:33]=[CH:32][CH:31]=4)=[N:27][NH:28][N:29]=3)[CH:23]=[CH:24][C:19]=2[N:18]=[C:17]1[NH2:36])[CH:13]([CH3:15])[CH3:14].[Cl-].[NH4+]. The catalyst is CN(C=O)C. The product is [CH2:7]([O:9][CH2:10][N:28]1[NH:29][C:25]([C:22]2[CH:23]=[CH:24][C:19]3[N:18]=[C:17]([NH2:36])[N:16]([CH2:12][CH:13]([CH3:15])[CH3:14])[C:20]=3[CH:21]=2)=[C:26]([C:30]2[CH:35]=[CH:34][CH:33]=[CH:32][CH:31]=2)[NH:27]1)[CH3:8]. The yield is 0.130. (6) The reactants are [Cl:1][C:2]1[CH:10]=[C:9]2[C:5]([C:6]([C:12](=[O:17])C(F)(F)F)=[C:7]([CH3:11])[NH:8]2)=[CH:4][CH:3]=1.[OH-:18].[Na+]. The yield is 0.310. The product is [Cl:1][C:2]1[CH:10]=[C:9]2[C:5]([C:6]([C:12]([OH:17])=[O:18])=[C:7]([CH3:11])[NH:8]2)=[CH:4][CH:3]=1. The catalyst is O. (7) The reactants are [CH2:1]([O:3][C:4]([C:6]1[O:7][C:8]2[C:13]([C:14](=[O:16])[CH:15]=1)=[CH:12][C:11]([O:17][CH2:18][CH3:19])=[CH:10][C:9]=2Br)=[O:5])[CH3:2].C1(P(C2C=CC=CC=2)C2C=CC3C(=CC=CC=3)C=2C2C3C(=CC=CC=3)C=CC=2P(C2C=CC=CC=2)C2C=CC=CC=2)C=CC=CC=1.[CH3:67][N:68]1[CH2:73][CH2:72][NH:71][CH2:70][CH2:69]1.C(=O)([O-])[O-].[Cs+].[Cs+]. The catalyst is C1(C)C=CC=CC=1. The product is [CH2:1]([O:3][C:4]([C:6]1[O:7][C:8]2[C:13]([C:14](=[O:16])[CH:15]=1)=[CH:12][C:11]([O:17][CH2:18][CH3:19])=[CH:10][C:9]=2[N:71]1[CH2:72][CH2:73][N:68]([CH3:67])[CH2:69][CH2:70]1)=[O:5])[CH3:2]. The yield is 0.750. (8) The reactants are [CH3:1][N:2]([CH3:21])[CH:3]1[CH2:8][CH2:7][C:6]([C:9]2[C:17]3[C:12](=[CH:13][CH:14]=[C:15]([N+:18]([O-])=O)[CH:16]=3)[NH:11][CH:10]=2)=[CH:5][CH2:4]1.I.CS[C:25]([C:27]1[S:28][CH:29]=[CH:30][CH:31]=1)=[NH:26]. The catalyst is C(O)C.[Pd]. The product is [CH3:1][N:2]([CH3:21])[CH:3]1[CH2:8][CH2:7][CH:6]([C:9]2[C:17]3[C:12](=[CH:13][CH:14]=[C:15]([NH:18][C:25]([C:27]4[S:28][CH:29]=[CH:30][CH:31]=4)=[NH:26])[CH:16]=3)[NH:11][CH:10]=2)[CH2:5][CH2:4]1. The yield is 0.720. (9) The reactants are [C:1]([C:4]1[CH:5]=[C:6]([S:10]([NH:13][C:14]2[CH:22]=[CH:21][C:17]([C:18]([OH:20])=[O:19])=[C:16]([OH:23])[CH:15]=2)(=[O:12])=[O:11])[CH:7]=[CH:8][CH:9]=1)(=[O:3])[CH3:2].[BH4-].[Na+]. The catalyst is CO. The product is [OH:23][C:16]1[CH:15]=[C:14]([NH:13][S:10]([C:6]2[CH:7]=[CH:8][CH:9]=[C:4]([CH:1]([OH:3])[CH3:2])[CH:5]=2)(=[O:12])=[O:11])[CH:22]=[CH:21][C:17]=1[C:18]([OH:20])=[O:19]. The yield is 0.700. (10) The reactants are F[C:2]1[C:3]([N+:8]([O-:10])=[O:9])=[N:4][CH:5]=[CH:6][CH:7]=1.[NH:11]1[CH2:16][CH2:15][CH:14]([NH:17][C:18](=[O:24])[O:19][C:20]([CH3:23])([CH3:22])[CH3:21])[CH2:13][CH2:12]1.[CH2:25](N(C(C)C)C(C)C)[CH3:26]. The catalyst is C(O)C. The product is [CH2:25]([C:14]1([NH:17][C:18](=[O:24])[O:19][C:20]([CH3:21])([CH3:23])[CH3:22])[CH2:13][CH2:12][N:11]([C:2]2[C:3]([N+:8]([O-:10])=[O:9])=[N:4][CH:5]=[CH:6][CH:7]=2)[CH2:16][CH2:15]1)[CH3:26]. The yield is 0.670.